This data is from Full USPTO retrosynthesis dataset with 1.9M reactions from patents (1976-2016). The task is: Predict the reactants needed to synthesize the given product. (1) Given the product [F:5][C:6]1[CH:11]=[C:10]([F:12])[CH:9]=[CH:8][C:7]=1[C:13](=[CH2:20])[CH2:14][CH2:15][C:16]([OH:18])=[O:17], predict the reactants needed to synthesize it. The reactants are: CS(C)=O.[F:5][C:6]1[CH:11]=[C:10]([F:12])[CH:9]=[CH:8][C:7]=1[C:13](=O)[CH2:14][CH2:15][C:16]([OH:18])=[O:17].[CH3:20]C(C)([O-])C.[Na+]. (2) Given the product [N:25]1([C:28]2[C:33]([NH:34][C:2]3[C:11]4[C:6](=[CH:7][C:8]([F:13])=[CH:9][C:10]=4[F:12])[N:5]=[C:4]([N:14]4[CH2:19][CH2:18][CH2:17][CH2:16][C:15]4=[O:20])[C:3]=3[CH3:21])=[CH:32][C:31]([N:35]3[CH2:36][CH2:37][O:38][CH2:39][CH2:40]3)=[CH:30][N:29]=2)[CH2:24][CH2:23][O:22][CH2:27][CH2:26]1, predict the reactants needed to synthesize it. The reactants are: Cl[C:2]1[C:11]2[C:6](=[CH:7][C:8]([F:13])=[CH:9][C:10]=2[F:12])[N:5]=[C:4]([N:14]2[CH2:19][CH2:18][CH2:17][CH2:16][C:15]2=[O:20])[C:3]=1[CH3:21].[O:22]1[CH2:27][CH2:26][N:25]([C:28]2[C:33]([NH2:34])=[CH:32][C:31]([N:35]3[CH2:40][CH2:39][O:38][CH2:37][CH2:36]3)=[CH:30][N:29]=2)[CH2:24][CH2:23]1. (3) Given the product [O:19]1[CH:23]=[CH:22][C:21]([C:2]2[CH:11]=[CH:10][C:9]3[CH2:8][N:7]([C:12]([O:14][C:15]([CH3:18])([CH3:17])[CH3:16])=[O:13])[CH2:6][CH2:5][C:4]=3[N:3]=2)=[CH:20]1, predict the reactants needed to synthesize it. The reactants are: Cl[C:2]1[CH:11]=[CH:10][C:9]2[CH2:8][N:7]([C:12]([O:14][C:15]([CH3:18])([CH3:17])[CH3:16])=[O:13])[CH2:6][CH2:5][C:4]=2[N:3]=1.[O:19]1[CH:23]=[CH:22][C:21](B(O)O)=[CH:20]1.C(=O)([O-])[O-].[K+].[K+].O. (4) The reactants are: [Cl:1][C:2]1[N:3]=[C:4](Cl)[C:5]2[CH:10]=[CH:9][N:8]([S:11]([C:14]3[CH:19]=[CH:18][C:17]([CH3:20])=[CH:16][CH:15]=3)(=[O:13])=[O:12])[C:6]=2[N:7]=1.[NH2:22][C:23]1[CH:31]=[CH:30][C:29]([Cl:32])=[CH:28][C:24]=1[C:25]([NH2:27])=[O:26]. Given the product [Cl:32][C:29]1[CH:30]=[CH:31][C:23]([NH:22][C:4]2[C:5]3[CH:10]=[CH:9][N:8]([S:11]([C:14]4[CH:19]=[CH:18][C:17]([CH3:20])=[CH:16][CH:15]=4)(=[O:13])=[O:12])[C:6]=3[N:7]=[C:2]([Cl:1])[N:3]=2)=[C:24]([CH:28]=1)[C:25]([NH2:27])=[O:26], predict the reactants needed to synthesize it.